This data is from Full USPTO retrosynthesis dataset with 1.9M reactions from patents (1976-2016). The task is: Predict the reactants needed to synthesize the given product. (1) Given the product [CH2:7]([C:14]1[CH:44]=[CH:43][CH:42]=[CH:41][C:15]=1[O:16][CH2:17][CH2:18][CH2:19][N:20]([CH:21]([C:22]1[CH:23]=[CH:24][C:25]([O:28][CH3:29])=[CH:26][CH:27]=1)[C:30]1[CH:35]=[CH:34][C:33]([O:36][CH3:37])=[CH:32][CH:31]=1)[CH2:38][CH2:39][NH2:40])[C:8]1[CH:13]=[CH:12][CH:11]=[CH:10][CH:9]=1, predict the reactants needed to synthesize it. The reactants are: [H-].[H-].[H-].[H-].[Li+].[Al+3].[CH2:7]([C:14]1[CH:44]=[CH:43][CH:42]=[CH:41][C:15]=1[O:16][CH2:17][CH2:18][CH2:19][N:20]([CH2:38][C:39]#[N:40])[CH:21]([C:30]1[CH:35]=[CH:34][C:33]([O:36][CH3:37])=[CH:32][CH:31]=1)[C:22]1[CH:27]=[CH:26][C:25]([O:28][CH3:29])=[CH:24][CH:23]=1)[C:8]1[CH:13]=[CH:12][CH:11]=[CH:10][CH:9]=1. (2) Given the product [Cl:25][C:26]1[C:27]([O:1][C:2]2[CH:7]=[CH:6][C:5]([C:8]([F:9])([F:10])[F:11])=[CH:4][C:3]=2[CH:12]2[CH2:13][CH2:14][NH:15][CH2:16][CH2:17]2)=[CH:28][C:29]([F:46])=[C:30]([S:32]([NH:35][C:39]2[CH:44]=[CH:43][C:42]([F:45])=[CH:41][N:40]=2)(=[O:34])=[O:33])[CH:31]=1, predict the reactants needed to synthesize it. The reactants are: [OH:1][C:2]1[CH:7]=[CH:6][C:5]([C:8]([F:11])([F:10])[F:9])=[CH:4][C:3]=1[CH:12]1[CH2:17][CH2:16][N:15](C(OC(C)(C)C)=O)[CH2:14][CH2:13]1.[Cl:25][C:26]1[C:27](F)=[CH:28][C:29]([F:46])=[C:30]([S:32]([N:35]([C:39]2[CH:44]=[CH:43][C:42]([F:45])=[CH:41][N:40]=2)COC)(=[O:34])=[O:33])[CH:31]=1.C(=O)([O-])[O-].[K+].[K+]. (3) Given the product [Br:1][C:2]1[CH:3]=[C:4]([CH2:10][NH2:11])[CH:5]=[C:6]([O:8][CH3:9])[CH:7]=1, predict the reactants needed to synthesize it. The reactants are: [Br:1][C:2]1[CH:3]=[C:4]([CH2:10][N:11]2C(=O)C3C(=CC=CC=3)C2=O)[CH:5]=[C:6]([O:8][CH3:9])[CH:7]=1.NN.O. (4) Given the product [CH2:17]([O:1][C:2]1[CH:3]=[C:4]([CH:7]=[CH:8][CH:9]=1)[CH:5]=[O:6])[CH2:18][CH2:19][CH3:20], predict the reactants needed to synthesize it. The reactants are: [OH:1][C:2]1[CH:3]=[C:4]([CH:7]=[CH:8][CH:9]=1)[CH:5]=[O:6].C(=O)([O-])[O-].[K+].[K+].Br[CH2:17][CH2:18][CH2:19][CH3:20]. (5) Given the product [Cl:24][C:19]1[CH:20]=[CH:21][CH:22]=[CH:23][C:18]=1[CH:16]([O:15][C:14]([NH:13][C:12]1[C:8]([C:5]2[CH:6]=[CH:7][C:2]([CH:30]=[CH:29][CH2:28][CH2:27][C:26]([O:32][CH3:33])=[O:31])=[CH:3][CH:4]=2)=[N:9][O:10][CH:11]=1)=[O:25])[CH3:17], predict the reactants needed to synthesize it. The reactants are: I[C:2]1[CH:7]=[CH:6][C:5]([C:8]2[C:12]([NH:13][C:14](=[O:25])[O:15][CH:16]([C:18]3[CH:23]=[CH:22][CH:21]=[CH:20][C:19]=3[Cl:24])[CH3:17])=[CH:11][O:10][N:9]=2)=[CH:4][CH:3]=1.[C:26]([O:32][CH2:33]C)(=[O:31])[CH2:27][CH2:28][CH:29]=[CH2:30].C1(C)C=CC=CC=1P(C1C=CC=CC=1C)C1C=CC=CC=1C.Cl. (6) Given the product [OH:37][CH2:38][CH2:39][N:3]1[CH2:8][CH2:7][CH:6]([CH2:9][NH:10][C:11]([C:13]2[CH:36]=[CH:35][C:16]3[N:17]([CH2:31][CH2:32][O:33][CH3:34])[C:18]([NH:20][C:21]4[S:22][C:23]5[CH:29]=[C:28]([Cl:30])[CH:27]=[CH:26][C:24]=5[N:25]=4)=[N:19][C:15]=3[CH:14]=2)=[O:12])[CH2:5][CH2:4]1, predict the reactants needed to synthesize it. The reactants are: Cl.Cl.[NH:3]1[CH2:8][CH2:7][CH:6]([CH2:9][NH:10][C:11]([C:13]2[CH:36]=[CH:35][C:16]3[N:17]([CH2:31][CH2:32][O:33][CH3:34])[C:18]([NH:20][C:21]4[S:22][C:23]5[CH:29]=[C:28]([Cl:30])[CH:27]=[CH:26][C:24]=5[N:25]=4)=[N:19][C:15]=3[CH:14]=2)=[O:12])[CH2:5][CH2:4]1.[O:37]1CC(O)O[CH2:39][CH:38]1O.[BH-](OC(C)=O)(OC(C)=O)OC(C)=O.[Na+]. (7) Given the product [Br-:25].[OH:23][C:10]([C:17]1[CH:18]=[CH:19][CH:20]=[CH:21][CH:22]=1)([C:11]1[CH:16]=[CH:15][CH:14]=[CH:13][CH:12]=1)[C:9]([O:8][C@@H:4]1[CH2:5][CH2:6][CH2:7][N+:2]([CH3:36])([CH2:1][CH:28]([O:29][C:30]2[CH:35]=[CH:34][CH:33]=[CH:32][CH:31]=2)[CH3:27])[CH2:3]1)=[O:24], predict the reactants needed to synthesize it. The reactants are: [CH3:1][N:2]1[CH2:7][CH2:6][CH2:5][C@@H:4]([O:8][C:9](=[O:24])[C:10]([OH:23])([C:17]2[CH:22]=[CH:21][CH:20]=[CH:19][CH:18]=2)[C:11]2[CH:16]=[CH:15][CH:14]=[CH:13][CH:12]=2)[CH2:3]1.[Br:25]C[CH2:27][CH2:28][O:29][C:30]1[CH:35]=[CH:34][CH:33]=[CH:32][CH:31]=1.[C:36](#N)C.